Predict the reactants needed to synthesize the given product. From a dataset of Full USPTO retrosynthesis dataset with 1.9M reactions from patents (1976-2016). (1) Given the product [Cl:12][C:6]1[N:7]([CH3:11])[N:8]=[C:9]2[C:5]=1[CH:4]=[CH:3][C:2]([N:14]([CH3:13])[C:15]1[CH:20]=[CH:19][CH:18]=[CH:17][CH:16]=1)=[CH:10]2, predict the reactants needed to synthesize it. The reactants are: Br[C:2]1[CH:3]=[CH:4][C:5]2[C:9]([CH:10]=1)=[N:8][N:7]([CH3:11])[C:6]=2[Cl:12].[CH3:13][NH:14][C:15]1[CH:20]=[CH:19][CH:18]=[CH:17][CH:16]=1.CC1(C)C2C(=C(P(C3C=CC=CC=3)C3C=CC=CC=3)C=CC=2)OC2C(P(C3C=CC=CC=3)C3C=CC=CC=3)=CC=CC1=2.CC([O-])(C)C.[K+]. (2) Given the product [F:1][C:2]1[CH:3]=[C:4]([NH:18][C:19](=[O:30])[CH2:20][C:21]([NH:23][C:24]2[CH:25]=[CH:26][C:27]([F:51])=[CH:28][CH:29]=2)=[O:22])[CH:5]=[CH:6][C:7]=1[O:8][C:9]1[C:14]2=[CH:15][CH:16]=[CH:17][N:13]2[N:12]=[CH:11][N:10]=1, predict the reactants needed to synthesize it. The reactants are: [F:1][C:2]1[CH:3]=[C:4]([NH:18][C:19](=[O:30])[CH2:20][C:21]([NH:23][C:24]2[CH:29]=[CH:28][CH:27]=[CH:26][CH:25]=2)=[O:22])[CH:5]=[CH:6][C:7]=1[O:8][C:9]1[C:14]2=[CH:15][CH:16]=[CH:17][N:13]2[N:12]=[CH:11][N:10]=1.CN([P+](ON1N=NC2C=CC=CC1=2)(N(C)C)N(C)C)C.[F:51][P-](F)(F)(F)(F)F.CN1CCOCC1.FC1C=CC(N)=CC=1. (3) Given the product [Cl:15][C:7]1[N:6]=[C:5]([C:9]([O:11][CH3:12])=[O:10])[CH:4]=[CH:3][C:2]=1[F:1], predict the reactants needed to synthesize it. The reactants are: [F:1][C:2]1[CH:3]=[CH:4][C:5]([C:9]([O:11][CH3:12])=[O:10])=[N+:6]([O-])[CH:7]=1.O=P(Cl)(Cl)[Cl:15]. (4) Given the product [CH3:29][S:30]([O:8][C@H:9]([C:23]1[CH:28]=[CH:27][CH:26]=[CH:25][N:24]=1)[C@H:10]1[O:15][CH2:14][CH2:13][N:12]([C:16]([O:18][C:19]([CH3:22])([CH3:21])[CH3:20])=[O:17])[CH2:11]1)(=[O:32])=[O:31], predict the reactants needed to synthesize it. The reactants are: C(N(CC)CC)C.[OH:8][C@H:9]([C:23]1[CH:28]=[CH:27][CH:26]=[CH:25][N:24]=1)[C@H:10]1[O:15][CH2:14][CH2:13][N:12]([C:16]([O:18][C:19]([CH3:22])([CH3:21])[CH3:20])=[O:17])[CH2:11]1.[CH3:29][S:30](Cl)(=[O:32])=[O:31].C([O-])(O)=O.[Na+]. (5) Given the product [C:1]([C:3]([NH:7][C:8]([C-:10]1[CH:14]=[CH:13][CH:12]=[CH:11]1)=[O:9])([CH3:6])[CH2:4][O:5][C:24]1[CH:25]=[C:26]([C:27]#[N:28])[CH:29]=[CH:30][C:31]=1[C:32]([F:33])([F:35])[F:34])#[N:2].[CH-:15]1[CH:19]=[CH:18][CH:17]=[CH:16]1.[Fe+2:20], predict the reactants needed to synthesize it. The reactants are: [C:1]([C:3]([NH:7][C:8]([C-:10]1[CH:14]=[CH:13][CH:12]=[CH:11]1)=[O:9])([CH3:6])[CH2:4][OH:5])#[N:2].[CH-:15]1[CH:19]=[CH:18][CH:17]=[CH:16]1.[Fe+2:20].[H-].[Na+].F[C:24]1[CH:25]=[C:26]([CH:29]=[CH:30][C:31]=1[C:32]([F:35])([F:34])[F:33])[C:27]#[N:28]. (6) Given the product [CH2:1]([O:3][C:4](=[O:15])/[C:5](=[N:22]/[O:21][CH:16]1[CH2:20][CH2:19][CH2:18][CH2:17]1)/[C:7]1[CH:12]=[CH:11][C:10]([Cl:13])=[C:9]([Cl:14])[CH:8]=1)[CH3:2], predict the reactants needed to synthesize it. The reactants are: [CH2:1]([O:3][C:4](=[O:15])[C:5]([C:7]1[CH:12]=[CH:11][C:10]([Cl:13])=[C:9]([Cl:14])[CH:8]=1)=O)[CH3:2].[CH:16]1([O:21][NH2:22])[CH2:20][CH2:19][CH2:18][CH2:17]1.